This data is from NCI-60 drug combinations with 297,098 pairs across 59 cell lines. The task is: Regression. Given two drug SMILES strings and cell line genomic features, predict the synergy score measuring deviation from expected non-interaction effect. (1) Drug 1: CCC(=C(C1=CC=CC=C1)C2=CC=C(C=C2)OCCN(C)C)C3=CC=CC=C3.C(C(=O)O)C(CC(=O)O)(C(=O)O)O. Drug 2: CN1C(=O)N2C=NC(=C2N=N1)C(=O)N. Cell line: A549. Synergy scores: CSS=-1.29, Synergy_ZIP=5.49, Synergy_Bliss=6.88, Synergy_Loewe=-0.873, Synergy_HSA=-1.49. (2) Drug 1: C1=CC(=CC=C1C#N)C(C2=CC=C(C=C2)C#N)N3C=NC=N3. Drug 2: C1=NC(=NC(=O)N1C2C(C(C(O2)CO)O)O)N. Cell line: KM12. Synergy scores: CSS=15.6, Synergy_ZIP=12.6, Synergy_Bliss=12.4, Synergy_Loewe=1.76, Synergy_HSA=8.42. (3) Drug 2: COC1=NC(=NC2=C1N=CN2C3C(C(C(O3)CO)O)O)N. Cell line: T-47D. Drug 1: CN(C)N=NC1=C(NC=N1)C(=O)N. Synergy scores: CSS=0.136, Synergy_ZIP=1.46, Synergy_Bliss=3.03, Synergy_Loewe=-0.584, Synergy_HSA=0.612.